From a dataset of Forward reaction prediction with 1.9M reactions from USPTO patents (1976-2016). Predict the product of the given reaction. (1) Given the reactants [Li+].[OH-].C[O:4][C:5](=[O:35])[CH2:6][O:7][C:8]1[CH:9]=[C:10]2[C:14](=[CH:15][CH:16]=1)[N:13]([CH2:17][CH2:18][C:19]1[S:23][C:22]([C:24]3[CH:29]=[CH:28][C:27]([C:30]([F:33])([F:32])[F:31])=[CH:26][CH:25]=3)=[N:21][C:20]=1[CH3:34])[CH:12]=[CH:11]2, predict the reaction product. The product is: [CH3:34][C:20]1[N:21]=[C:22]([C:24]2[CH:25]=[CH:26][C:27]([C:30]([F:33])([F:31])[F:32])=[CH:28][CH:29]=2)[S:23][C:19]=1[CH2:18][CH2:17][N:13]1[C:14]2[C:10](=[CH:9][C:8]([O:7][CH2:6][C:5]([OH:35])=[O:4])=[CH:16][CH:15]=2)[CH:11]=[CH:12]1. (2) Given the reactants [CH:1]1([C:4]2[CH:12]=[C:11]3[C:7]([C:8]([CH2:19][C:20]4[N:25]=[C:24]([C:26]([NH2:28])=O)[CH:23]=[CH:22][CH:21]=4)=[C:9]([C:13]4[CH:18]=[CH:17][CH:16]=[CH:15][CH:14]=4)[NH:10]3)=[CH:6][CH:5]=2)[CH2:3][CH2:2]1.P(Cl)(Cl)(Cl)=O.C(=O)([O-])O.[Na+], predict the reaction product. The product is: [CH:1]1([C:4]2[CH:12]=[C:11]3[C:7]([C:8]([CH2:19][C:20]4[N:25]=[C:24]([C:26]#[N:28])[CH:23]=[CH:22][CH:21]=4)=[C:9]([C:13]4[CH:18]=[CH:17][CH:16]=[CH:15][CH:14]=4)[NH:10]3)=[CH:6][CH:5]=2)[CH2:2][CH2:3]1. (3) Given the reactants [Cl:1][C:2]1[CH:11]=[C:10]2[C:5]([C:6]([NH:12][CH2:13][CH2:14][NH2:15])=[CH:7][CH:8]=[N:9]2)=[CH:4][CH:3]=1.C(Cl)CCl.[CH3:20][CH2:21][N:22]([CH2:25][CH3:26])[CH2:23][CH3:24].[C:27]([O-])(O)=[O:28].[Na+], predict the reaction product. The product is: [Cl:1][C:2]1[CH:11]=[C:10]2[C:5]([C:6]([N:12]([C:27](=[O:28])[CH2:20][CH2:21][N:22]([CH2:25][CH3:26])[CH2:23][CH3:24])[CH2:13][CH2:14][NH2:15])=[CH:7][CH:8]=[N:9]2)=[CH:4][CH:3]=1.